This data is from hERG potassium channel inhibition data for cardiac toxicity prediction from Karim et al.. The task is: Regression/Classification. Given a drug SMILES string, predict its toxicity properties. Task type varies by dataset: regression for continuous values (e.g., LD50, hERG inhibition percentage) or binary classification for toxic/non-toxic outcomes (e.g., AMES mutagenicity, cardiotoxicity, hepatotoxicity). Dataset: herg_karim. (1) The drug is CNC(=O)Cn1c(=O)n(C2CCN([C@H]3CC[C@@H](C(C)C)CC3)CC2)c2ccccc21. The result is 1 (blocker). (2) The drug is Nc1nc2ccc(OC3CNC3)nc2n1CC(O)c1ccc(C(F)(F)F)cc1Cl. The result is 0 (non-blocker). (3) The result is 0 (non-blocker). The molecule is N[C@@H](C(=O)N1CC[C@@H](F)C1)[C@H]1CC[C@@H](NS(=O)(=O)c2ccc(F)cc2F)CC1. (4) The molecule is COc1nccc(N2CCC3(CCN(C[C@H](O)c4ccc5c(c4C)COC5=O)CC3)C2=O)n1. The result is 1 (blocker). (5) The molecule is Cc1cc(OC(F)F)cnc1C(=O)Nc1csc([C@]23CO[C@@H](C)C[C@H]2CSC(N)=N3)n1. The result is 1 (blocker).